This data is from NCI-60 drug combinations with 297,098 pairs across 59 cell lines. The task is: Regression. Given two drug SMILES strings and cell line genomic features, predict the synergy score measuring deviation from expected non-interaction effect. (1) Drug 1: CC1=C(C=C(C=C1)NC(=O)C2=CC=C(C=C2)CN3CCN(CC3)C)NC4=NC=CC(=N4)C5=CN=CC=C5. Drug 2: C1CC(=O)NC(=O)C1N2C(=O)C3=CC=CC=C3C2=O. Cell line: HS 578T. Synergy scores: CSS=-0.216, Synergy_ZIP=-0.253, Synergy_Bliss=-0.822, Synergy_Loewe=-3.35, Synergy_HSA=-2.08. (2) Drug 1: C1=CC(=C2C(=C1NCCNCCO)C(=O)C3=C(C=CC(=C3C2=O)O)O)NCCNCCO. Drug 2: C1=CC(=CC=C1CC(C(=O)O)N)N(CCCl)CCCl.Cl. Cell line: NCI/ADR-RES. Synergy scores: CSS=12.3, Synergy_ZIP=-3.40, Synergy_Bliss=3.29, Synergy_Loewe=1.61, Synergy_HSA=2.49. (3) Synergy scores: CSS=29.3, Synergy_ZIP=-10.5, Synergy_Bliss=-3.73, Synergy_Loewe=-17.6, Synergy_HSA=1.06. Drug 1: CC1C(C(CC(O1)OC2CC(CC3=C2C(=C4C(=C3O)C(=O)C5=C(C4=O)C(=CC=C5)OC)O)(C(=O)C)O)N)O.Cl. Cell line: CAKI-1. Drug 2: C(CN)CNCCSP(=O)(O)O. (4) Drug 1: C1=NC2=C(N=C(N=C2N1C3C(C(C(O3)CO)O)F)Cl)N. Drug 2: CNC(=O)C1=NC=CC(=C1)OC2=CC=C(C=C2)NC(=O)NC3=CC(=C(C=C3)Cl)C(F)(F)F. Cell line: SNB-19. Synergy scores: CSS=11.4, Synergy_ZIP=-6.56, Synergy_Bliss=-4.28, Synergy_Loewe=-33.5, Synergy_HSA=-4.04. (5) Drug 1: CN(CC1=CN=C2C(=N1)C(=NC(=N2)N)N)C3=CC=C(C=C3)C(=O)NC(CCC(=O)O)C(=O)O. Drug 2: C1C(C(OC1N2C=NC3=C2NC=NCC3O)CO)O. Cell line: SR. Synergy scores: CSS=25.9, Synergy_ZIP=1.97, Synergy_Bliss=-1.08, Synergy_Loewe=-34.5, Synergy_HSA=-1.70.